Dataset: Full USPTO retrosynthesis dataset with 1.9M reactions from patents (1976-2016). Task: Predict the reactants needed to synthesize the given product. (1) Given the product [C:49]([O:48][C:42]1[C:41]([O:52][C:53](=[O:55])[CH3:54])=[C:40]2[C:45]([C:46](=[O:47])[C:37]([C:36]3[CH:35]=[CH:34][C:33]([O:32][CH3:29])=[CH:57][CH:56]=3)=[CH:38][O:39]2)=[CH:44][CH:43]=1)(=[O:51])[CH3:50], predict the reactants needed to synthesize it. The reactants are: OC1C(O)=C2C(C(=O)C(C3C=CC(OC)=CC=3)=CO2)=CC=1.C(OC(=O)C)(=O)C.[C:29]([O:32][C:33]1[CH:57]=[CH:56][C:36]([C:37]2[C:46](=[O:47])[C:45]3[C:40](=[C:41]([O:52][C:53](=[O:55])[CH3:54])[C:42]([O:48][C:49](=[O:51])[CH3:50])=[CH:43][CH:44]=3)[O:39][CH:38]=2)=[CH:35][CH:34]=1)(=O)C. (2) Given the product [ClH:1].[CH3:19][N:16]1[CH2:17][CH2:18][CH:13]([O:12][C:10]2[CH:9]=[CH:8][CH:7]=[C:6]3[C:11]=2[C:2]([NH:24][C:23]2[CH:25]=[CH:26][C:27]([NH:28][C:29]4[CH:34]=[CH:33][CH:32]=[CH:31][N:30]=4)=[C:21]([CH3:20])[CH:22]=2)=[N:3][CH:4]=[N:5]3)[CH2:14][CH2:15]1, predict the reactants needed to synthesize it. The reactants are: [Cl:1][C:2]1[C:11]2[C:6](=[CH:7][CH:8]=[CH:9][C:10]=2[O:12][CH:13]2[CH2:18][CH2:17][N:16]([CH3:19])[CH2:15][CH2:14]2)[N:5]=[CH:4][N:3]=1.[CH3:20][C:21]1[CH:22]=[C:23]([CH:25]=[CH:26][C:27]=1[NH:28][C:29]1[CH:34]=[CH:33][CH:32]=[CH:31][N:30]=1)[NH2:24]. (3) The reactants are: [CH2:1]([O:3][C:4](=[O:42])[CH:5]([O:7][P:8]([CH2:17][C:18]([CH3:41])=[CH:19][CH2:20][C:21]1[C:22]([O:34]CC[Si](C)(C)C)=[C:23]2[C:27](=[C:28]([CH3:32])[C:29]=1[O:30][CH3:31])[CH2:26][O:25][C:24]2=[O:33])([O:10][C:11]1[CH:16]=[CH:15][CH:14]=[CH:13][CH:12]=1)=[O:9])[CH3:6])[CH3:2].C(O)(C(F)(F)F)=O. Given the product [CH2:1]([O:3][C:4](=[O:42])[CH:5]([O:7][P:8]([CH2:17][C:18]([CH3:41])=[CH:19][CH2:20][C:21]1[C:22]([OH:34])=[C:23]2[C:27](=[C:28]([CH3:32])[C:29]=1[O:30][CH3:31])[CH2:26][O:25][C:24]2=[O:33])([O:10][C:11]1[CH:16]=[CH:15][CH:14]=[CH:13][CH:12]=1)=[O:9])[CH3:6])[CH3:2], predict the reactants needed to synthesize it. (4) Given the product [Cl:1][C:2]1[CH:11]=[CH:10][C:9]2[C:4](=[CH:5][CH:6]=[C:7]([Cl:13])[C:8]=2[NH:12][C:22](=[O:23])[CH2:21][C@@H:20]([CH3:25])[C:14]2[CH:19]=[CH:18][CH:17]=[CH:16][CH:15]=2)[N:3]=1, predict the reactants needed to synthesize it. The reactants are: [Cl:1][C:2]1[CH:11]=[CH:10][C:9]2[C:8]([NH2:12])=[C:7]([Cl:13])[CH:6]=[CH:5][C:4]=2[N:3]=1.[C:14]1([C@H:20]([CH3:25])[CH2:21][C:22](O)=[O:23])[CH:19]=[CH:18][CH:17]=[CH:16][CH:15]=1.C1CN([P+](Br)(N2CCCC2)N2CCCC2)CC1.F[P-](F)(F)(F)(F)F.Cl.